Task: Predict the product of the given reaction.. Dataset: Forward reaction prediction with 1.9M reactions from USPTO patents (1976-2016) Given the reactants [OH:1][C@H:2]1[CH2:19][CH2:18][C@@:17]2([CH3:20])[C:4](=[CH:5][CH2:6][C@@H:7]3[C@@H:16]2[CH2:15][CH2:14][C@@:12]2([CH3:13])[C@H:8]3[CH2:9][CH2:10][C@@H:11]2[OH:21])[CH2:3]1.N1[CH:27]=[CH:26]C=CC=1.[C:28](OC(=O)C)(=[O:30])[CH3:29].[OH2:35], predict the reaction product. The product is: [C:28]([O:1][C@H:2]1[CH2:19][CH2:18][C@@:17]2([CH3:20])[C:4](=[CH:5][CH2:6][C@@H:7]3[C@@H:16]2[CH2:15][CH2:14][C@@:12]2([CH3:13])[C@H:8]3[CH2:9][CH2:10][C@@H:11]2[O:21][C:26](=[O:35])[CH3:27])[CH2:3]1)(=[O:30])[CH3:29].